This data is from NCI-60 drug combinations with 297,098 pairs across 59 cell lines. The task is: Regression. Given two drug SMILES strings and cell line genomic features, predict the synergy score measuring deviation from expected non-interaction effect. (1) Drug 1: CS(=O)(=O)CCNCC1=CC=C(O1)C2=CC3=C(C=C2)N=CN=C3NC4=CC(=C(C=C4)OCC5=CC(=CC=C5)F)Cl. Drug 2: CC1=C(N=C(N=C1N)C(CC(=O)N)NCC(C(=O)N)N)C(=O)NC(C(C2=CN=CN2)OC3C(C(C(C(O3)CO)O)O)OC4C(C(C(C(O4)CO)O)OC(=O)N)O)C(=O)NC(C)C(C(C)C(=O)NC(C(C)O)C(=O)NCCC5=NC(=CS5)C6=NC(=CS6)C(=O)NCCC[S+](C)C)O. Cell line: RPMI-8226. Synergy scores: CSS=-9.73, Synergy_ZIP=4.62, Synergy_Bliss=-1.56, Synergy_Loewe=-25.9, Synergy_HSA=-17.1. (2) Drug 2: CS(=O)(=O)OCCCCOS(=O)(=O)C. Synergy scores: CSS=4.81, Synergy_ZIP=-1.06, Synergy_Bliss=3.51, Synergy_Loewe=-0.485, Synergy_HSA=0.730. Drug 1: CCCS(=O)(=O)NC1=C(C(=C(C=C1)F)C(=O)C2=CNC3=C2C=C(C=N3)C4=CC=C(C=C4)Cl)F. Cell line: BT-549. (3) Drug 1: C1=CC(=C2C(=C1NCCNCCO)C(=O)C3=C(C=CC(=C3C2=O)O)O)NCCNCCO. Drug 2: CC1OCC2C(O1)C(C(C(O2)OC3C4COC(=O)C4C(C5=CC6=C(C=C35)OCO6)C7=CC(=C(C(=C7)OC)O)OC)O)O. Cell line: K-562. Synergy scores: CSS=76.4, Synergy_ZIP=12.7, Synergy_Bliss=11.5, Synergy_Loewe=16.5, Synergy_HSA=19.2.